This data is from Full USPTO retrosynthesis dataset with 1.9M reactions from patents (1976-2016). The task is: Predict the reactants needed to synthesize the given product. (1) Given the product [Br:1][C:2]1[CH:3]=[CH:4][C:5]([N:21]2[CH2:22][CH2:23][N:18]([CH3:17])[C:19](=[O:24])[CH2:20]2)=[N:6][CH:7]=1, predict the reactants needed to synthesize it. The reactants are: [Br:1][C:2]1[CH:3]=[CH:4][C:5](F)=[N:6][CH:7]=1.C(N(CC)CC)C.Cl.[CH3:17][N:18]1[CH2:23][CH2:22][NH:21][CH2:20][C:19]1=[O:24]. (2) Given the product [CH2:33]([NH:37][CH2:2][C:3]([NH:5][C:6]1[C:19]2[C:18](=[O:20])[C:17]3[C:12](=[CH:13][CH:14]=[CH:15][C:16]=3[NH:21][C:22](=[O:25])[CH2:23][NH:27][CH2:32][CH:31]([CH3:30])[CH3:38])[C:11](=[O:26])[C:10]=2[CH:9]=[CH:8][CH:7]=1)=[O:4])[CH:34]([CH3:36])[CH3:35], predict the reactants needed to synthesize it. The reactants are: Cl[CH2:2][C:3]([NH:5][C:6]1[C:19]2[C:18](=[O:20])[C:17]3[C:12](=[CH:13][CH:14]=[CH:15][C:16]=3[NH:21][C:22](=[O:25])[CH2:23]Cl)[C:11](=[O:26])[C:10]=2[CH:9]=[CH:8][CH:7]=1)=[O:4].[N:27]1[CH:32]=[CH:31][CH:30]=CC=1.[CH2:33]([NH2:37])[CH:34]([CH3:36])[CH3:35].[CH3:38]N(C)C=O. (3) The reactants are: [NH2:1][C:2]1[CH:3]=[C:4]([C:8]2[S:12][C:11]([C:13]3[CH:14]=[C:15]4[C:19](=[CH:20][CH:21]=3)[C:18](=[O:22])[N:17]([CH3:23])[CH2:16]4)=[CH:10][CH:9]=2)[CH:5]=[N:6][CH:7]=1.[F:24][C:25]([F:38])([F:37])[O:26][C:27]1[CH:32]=[CH:31][CH:30]=[CH:29][C:28]=1[S:33](Cl)(=[O:35])=[O:34]. Given the product [CH3:23][N:17]1[CH2:16][C:15]2[C:19](=[CH:20][CH:21]=[C:13]([C:11]3[S:12][C:8]([C:4]4[CH:3]=[C:2]([NH:1][S:33]([C:28]5[CH:29]=[CH:30][CH:31]=[CH:32][C:27]=5[O:26][C:25]([F:24])([F:37])[F:38])(=[O:35])=[O:34])[CH:7]=[N:6][CH:5]=4)=[CH:9][CH:10]=3)[CH:14]=2)[C:18]1=[O:22], predict the reactants needed to synthesize it. (4) Given the product [Cl:1][C:2]1[CH:7]=[C:6]([NH:8][C:9]2[C:14]([C:15]#[CH:16])=[CH:13][N:12]=[CH:11][N:10]=2)[C:5](=[O:21])[N:4]2[C:22]3([CH2:30][CH2:29][CH2:28][CH2:27][CH2:26]3)[NH:23][C:24](=[O:25])[C:3]=12, predict the reactants needed to synthesize it. The reactants are: [Cl:1][C:2]1[CH:7]=[C:6]([NH:8][C:9]2[C:14]([C:15]#[C:16][Si](C)(C)C)=[CH:13][N:12]=[CH:11][N:10]=2)[C:5](=[O:21])[N:4]2[C:22]3([CH2:30][CH2:29][CH2:28][CH2:27][CH2:26]3)[NH:23][C:24](=[O:25])[C:3]=12.C(=O)([O-])[O-].[K+].[K+]. (5) Given the product [NH2:28][C:3]([CH2:26][OH:27])([CH2:2][OH:1])[CH2:4][CH:5]([C:6]1[CH:7]=[CH:8][C:9]([O:12][C:13]2[CH:18]=[CH:17][C:16]([C:19]3[N:20]=[C:21]([CH3:24])[O:22][CH:23]=3)=[CH:15][CH:14]=2)=[CH:10][CH:11]=1)[OH:25], predict the reactants needed to synthesize it. The reactants are: [OH:1][CH2:2][C:3]([NH:28]C(=O)C)([CH2:26][OH:27])[CH2:4][CH:5]([OH:25])[C:6]1[CH:11]=[CH:10][C:9]([O:12][C:13]2[CH:18]=[CH:17][C:16]([C:19]3[N:20]=[C:21]([CH3:24])[O:22][CH:23]=3)=[CH:15][CH:14]=2)=[CH:8][CH:7]=1.[OH-].[Na+].